This data is from Full USPTO retrosynthesis dataset with 1.9M reactions from patents (1976-2016). The task is: Predict the reactants needed to synthesize the given product. (1) Given the product [C:26]([O:29][CH2:30][C:31]1[C:32]([N:46]2[CH2:58][CH2:57][N:49]3[C:50]4[CH2:51][CH2:52][CH2:53][CH2:54][C:55]=4[CH:56]=[C:48]3[C:47]2=[O:59])=[N:33][CH:34]=[CH:35][C:36]=1[C:2]1[CH:3]=[C:4]([NH:10][C:11]2[N:12]=[CH:13][N:14]([CH:16]3[CH2:21][CH2:20][N:19]([CH:22]4[CH2:25][O:24][CH2:23]4)[CH2:18][CH2:17]3)[CH:15]=2)[C:5](=[O:9])[N:6]([CH3:8])[CH:7]=1)(=[O:28])[CH3:27], predict the reactants needed to synthesize it. The reactants are: Br[C:2]1[CH:3]=[C:4]([NH:10][C:11]2[N:12]=[CH:13][N:14]([CH:16]3[CH2:21][CH2:20][N:19]([CH:22]4[CH2:25][O:24][CH2:23]4)[CH2:18][CH2:17]3)[CH:15]=2)[C:5](=[O:9])[N:6]([CH3:8])[CH:7]=1.[C:26]([O:29][CH2:30][C:31]1[C:32]([N:46]2[CH2:58][CH2:57][N:49]3[C:50]4[CH2:51][CH2:52][CH2:53][CH2:54][C:55]=4[CH:56]=[C:48]3[C:47]2=[O:59])=[N:33][CH:34]=[CH:35][C:36]=1B1OC(C)(C)C(C)(C)O1)(=[O:28])[CH3:27].[O-]P([O-])([O-])=O.[K+].[K+].[K+].C([O-])(=O)C.[Na+]. (2) Given the product [Cl:1][C:2]1[CH:7]=[CH:6][C:5]([C:8](=[O:10])[CH3:9])=[CH:4][C:3]=1[F:11], predict the reactants needed to synthesize it. The reactants are: [Cl:1][C:2]1[CH:7]=[CH:6][C:5]([CH:8]([OH:10])[CH3:9])=[CH:4][C:3]=1[F:11].CC(OI1(OC(C)=O)(OC(C)=O)OC(=O)C2C=CC=CC1=2)=O.O. (3) Given the product [F:21][C:20]([F:23])([F:22])[S:17]([O:6][C@@H:4]1[CH2:5][O:1][C@@H:2]2[C@H:9]([O:10][S:17]([C:20]([F:21])([F:22])[F:23])(=[O:18])=[O:19])[CH2:8][O:7][C@H:3]12)(=[O:19])=[O:18], predict the reactants needed to synthesize it. The reactants are: [O:1]1[CH2:5][C@@H:4]([OH:6])[C@H:3]2[O:7][CH2:8][C@@H:9]([OH:10])[C@@H:2]12.N1C=CC=CC=1.[S:17](O[S:17]([C:20]([F:23])([F:22])[F:21])(=[O:19])=[O:18])([C:20]([F:23])([F:22])[F:21])(=[O:19])=[O:18]. (4) Given the product [CH3:14][C:13]1[CH:12]=[CH:11][C:10]([C:15]2[N:19]=[C:18]([CH2:20][CH2:21][C:22]([O:27][CH3:41])([CH3:28])[C:23]([F:25])([F:26])[F:24])[O:17][N:16]=2)=[CH:9][C:8]=1[NH2:7], predict the reactants needed to synthesize it. The reactants are: CC(C)(OC([N:7](C(OC(C)(C)C)=O)[C:8]1[CH:9]=[C:10]([C:15]2[N:19]=[C:18]([CH2:20][CH2:21][C:22]([CH3:28])([OH:27])[C:23]([F:26])([F:25])[F:24])[O:17][N:16]=2)[CH:11]=[CH:12][C:13]=1[CH3:14])=O)C.[H-].[Na+].CI.[C:41]([O-])([O-])=O.[Na+].[Na+]. (5) Given the product [Br:4][C:5]1[CH:6]=[C:7]([C:11]([OH:16])([CH3:1])[C:12]([F:14])([F:15])[F:13])[CH:8]=[CH:9][CH:10]=1, predict the reactants needed to synthesize it. The reactants are: [CH3:1][Mg]Br.[Br:4][C:5]1[CH:6]=[C:7]([C:11](=[O:16])[C:12]([F:15])([F:14])[F:13])[CH:8]=[CH:9][CH:10]=1.O.Cl. (6) Given the product [NH2:1][CH2:2][C@@H:3]1[O:7][C:6](=[O:8])[N:5]([C:9]2[CH:14]=[CH:13][C:12]([C:16]3[CH2:17][CH2:18][N:19]([CH2:22][C:23]4[CH:28]=[CH:27][CH:26]=[CH:25][CH:24]=4)[CH2:20][CH:21]=3)=[C:11]([F:29])[CH:10]=2)[CH2:4]1, predict the reactants needed to synthesize it. The reactants are: [NH2:1][CH2:2][C@@H:3]1[O:7][C:6](=[O:8])[N:5]([C:9]2[CH:14]=[C:13](F)[C:12]([C:16]3[CH2:17][CH2:18][N:19]([CH2:22][C:23]4[CH:28]=[CH:27][CH:26]=[CH:25][CH:24]=4)[CH2:20][CH:21]=3)=[C:11]([F:29])[CH:10]=2)[CH2:4]1.N(C[C@@H]1OC(=O)N(C2C=CC(C3CCN(CC4C=CC=CC=4)CC=3)=C(F)C=2)C1)=[N+]=[N-].